This data is from Experimentally validated miRNA-target interactions with 360,000+ pairs, plus equal number of negative samples. The task is: Binary Classification. Given a miRNA mature sequence and a target amino acid sequence, predict their likelihood of interaction. (1) The miRNA is hsa-miR-4288 with sequence UUGUCUGCUGAGUUUCC. The protein sequence of the target gene is MRQSHQLPLVGLLLFSFIPSQLCEICEVSEENYIRLKPLLNTMIQSNYNRGTSAVNVVLSLKLVGIQIQTLMQKMIQQIKYNVKSRLSDVSSGELALIILALGVCRNAEENLIYDYHLIDKLENKFQAEIENMEAHNGTPLTNYYQLSLDVLALCLFNGNYSTAEVVNHFTPENKNYYFGSQFSVDTGAMAVLALTCVKKSLINGQIKADEGSLKNISIYTKSLVEKILSEKKENGLIGNTFSTGEAMQALFVSSDYYNENDWNCQQTLNTVLTEISQGAFSNPNAAAQVLPALMGKTFL.... Result: 0 (no interaction). (2) The protein sequence of the target gene is MGKTKDIGDDDTVASEFWSGALSQPSSVPTRPRTPNRDSWRRAWAARGLHPRPSILQPGPARLSRARAGGTRCPQRRHGRATFCALGRGIGVRRGPGPRPARIPGLTLTWKRMSARRMQWAMQTGGRNQTFGGGVPLFWTWLTICCAVWRSLPCRLTHSCSRAFSSAPLKKTKSSMLPPKQALASAARNLCRGAGCNRQAVAGQLLPSTWSLHAHGLAKEAPILPVKKISRSCSVNNKVSKKTTKPPTLRSFLSPI. The miRNA is hsa-miR-5011-5p with sequence UAUAUAUACAGCCAUGCACUC. Result: 1 (interaction). (3) The miRNA is hsa-miR-135b-3p with sequence AUGUAGGGCUAAAAGCCAUGGG. The protein sequence of the target gene is MDGVVTDLITVGLKRGSDELLSSGIINGPFTMNSSTPSTANGNDSKKFKRDRPPCSPSRVLHLRKIPCDVTEAEIISLGLPFGKVTNLLMLKGKSQAFLEMASEEAAVTMVNYYTPITPHLRSQPVYIQYSNHRELKTDNLPNQARAQAALQAVSAVQSGSLALSGGPSNEGTVLPGQSPVLRIIIENLFYPVTLEVLHQIFSKFGTVLKIITFTKNNQFQALLQYADPVNAHYAKMALDGQNIYNACCTLRIDFSKLTSLNVKYNNDKSRDFTRLDLPTGDGQPSLEPPMAAAFGAPGI.... Result: 0 (no interaction). (4) The miRNA is cel-miR-80-3p with sequence UGAGAUCAUUAGUUGAAAGCCGA. The protein sequence of the target gene is MDFPSSLRPALFLTGPLGLSDVPDLSFMCSWRDALTLPEAQPQNSENGALHVTKDLLWEPATPGPLPMLPPLIDPWDPGLTARDLLFRGGCRYRKRPRVVLDVTEQISRFLLDHGDVAFAPLGKLMLENFKLEGAGSRTKKKTVVSVKKLLQDLGGHQPWGCPWAYLSNRQRRFSILGGPILGTSVASHLAELLHEELVLRWEQLLLDEACTGGALAWVPGRTPQFGQLVYPAGGAQDRLHFQEVVLTPGDNPQFLGKPGRIQLQGPVRQVVTCTVQGESKALIYTFLPHWLTCYLTPGP.... Result: 0 (no interaction). (5) The miRNA is hsa-miR-6508-3p with sequence UGGGCCAUGCAUUUCUAGAACU. The protein sequence of the target gene is MGEEGPPSLEYIQAKDLFPPKELVKEEENLQVPFTVLQGEGVEFLGRAADALIAISNYRLHIKFKDSVINVPLRMIDSVESRDMFQLHISCKDSKVVRCHFSTFKQCQEWLSRLSRATARPAKPEDLFAFAYHAWCLGLTEEDQHTHLCQPGEHIRCRQEAELARMGFDLQNVWRVSHINSNYKLCPSYPQKLLVPVWITDKELENVASFRSWKRIPVVVYRHLRNGAAIARCSQPEISWWGWRNADDEYLVTSIAKACALDPGTRATGGSLSTGNNDTSEACDADFDSSLTACSGVEST.... Result: 0 (no interaction). (6) The miRNA is mmu-miR-2183 with sequence UUGAACCCCUGACCUCCU. The protein sequence of the target gene is MEPRLPIGAQPLAMVAGLEMKGPLREPCVLTLARRNGQYELIIQLHGKEQHVQDIIPINSHFRCVQEAEETLLIDIASNSGCKIRVQGDWTRERHFEIPDEERCLKFLSEVLEAQEAQSQLLVPEQKDSSSWYQKLDTMDKPAYSGLLGFEDNFSSLDLDKKMNTQNPRSGSHREPPPPPSSSTRMLSREKEASNKEQPKVTNTMRKLFVPNTQTGQREGLIKHILTKREKEYVNIQSFRFFVGTWNVNGQSPDSSLEPWLDCDPNPPDIYCIGFQELDLSTEAFFYFESVKEQEWSLAV.... Result: 0 (no interaction). (7) The miRNA is hsa-miR-4704-3p with sequence UCAGUCACAUAUCUAGUGUCUA. The protein sequence of the target gene is MSTTLLSAFYDVDFLCKTEKSLANLNLNNMLDKKAVGTPVAAAPSSGFAPGFLRRHSASNLHALAHPAPSPGSCSPKFPGAANGSSCGSAAAGGPTSYGTLKEPSGGGGTALLNKENKFRDRSFSENGDRSQHLLHLQQQQKGGGGSQINSTRYKTELCRPFEESGTCKYGEKCQFAHGFHELRSLTRHPKYKTELCRTFHTIGFCPYGPRCHFIHNADERRPAPSGGASGDLRAFGTRDALHLGFPREPRPKLHHSLSFSGFPSGHHQPPGGLESPLLLDSPTSRTPPPPSCSSASSCS.... Result: 1 (interaction). (8) The miRNA is hsa-miR-3116 with sequence UGCCUGGAACAUAGUAGGGACU. The protein sequence of the target gene is MERYAAALEEVADGARQQERHYQLLSALQSLVKELPSSFQQRLSYTTLSDLALALLDGTVFEIVQGLLEIQHLTEKSLYNQRLRLQNEHRVLRQALRQKHQEAQQACRPHNLPVVQAAQQRELEAVEHRIREEQRAMDQKIILELDRKVADQQSTLEKAGVAGFYVTTNPQELMLQMNLLELIRKLQQRGCRAGNAALGLGGPWQSPAAQCDQKGSPVPP. Result: 1 (interaction). (9) The miRNA is hsa-miR-4766-3p with sequence AUAGCAAUUGCUCUUUUGGAA. The protein sequence of the target gene is MSRRFTVTSLPPAASAASADPESRRHSVADPRRLPREDVKGDGNPKESSPFINSTDTEKGREYDGRNMALFEEEMDTSPMVSSLLSGLANYTNLPQGSREHEEAENNEGGKKKPVQAPRMGTFMGVYLPCLQNIFGVILFLRLTWVVGIAGIMESFCMVFICCSCTMLTAISMSAIATNGVVPAGGSYYMISRSLGPEFGGAVGLCFYLGTTFAGAMYILGTIEILLAYLFPAMAIFKAEDASGEAAAMLNNMRVYGTCVLTCMATVVFVGVKYVNKFALVFLGCVILSILAIYAGVIKS.... Result: 0 (no interaction).